The task is: Predict the reaction yield, written as a fraction of the theoretical maximum amount of product (1.0 means a 100% yield; for example, 0.34 means a 34% yield).. This data is from Reaction yield outcomes from USPTO patents with 853,638 reactions. (1) The reactants are [CH:1]1([N:4]2[C:13]3[C:8](=[CH:9][C:10]([F:17])=[C:11](F)[C:12]=3[O:14][CH3:15])[C:7](=[O:18])[C:6]([C:19]([OH:21])=[O:20])=[CH:5]2)[CH2:3][CH2:2]1.[CH3:22][CH:23]1[CH2:28][NH:27][CH2:26][CH2:25][NH:24]1.COC(=O)OC. The catalyst is CS(C)=O. The product is [CH3:22][CH:23]1[NH:24][CH2:25][CH2:26][N:27]([C:11]2[C:12]([O:14][CH3:15])=[C:13]3[N:4]([CH:1]4[CH2:3][CH2:2]4)[CH:5]=[C:6]([C:19]([OH:21])=[O:20])[C:7](=[O:18])[C:8]3=[CH:9][C:10]=2[F:17])[CH2:28]1. The yield is 0.700. (2) The reactants are [CH:1]1([C:5](=O)[CH2:6][C:7]#[N:8])[CH2:4][CH2:3][CH2:2]1.[C:10]1([NH:16][NH2:17])[CH:15]=[CH:14][CH:13]=[CH:12][CH:11]=1. The catalyst is C(O)C. The product is [CH:1]1([C:5]2[CH:6]=[C:7]([NH2:8])[N:16]([C:10]3[CH:15]=[CH:14][CH:13]=[CH:12][CH:11]=3)[N:17]=2)[CH2:4][CH2:3][CH2:2]1. The yield is 0.430. (3) The reactants are CC1(C)[O:6][C@@H:5]([C@@H:7]([OH:26])[C@@H:8]([OH:25])[CH2:9][N:10]2[C:20]3=[C:21]4[C:16](=[CH:17][CH:18]=[CH:19]3)[C:15]([CH3:23])([CH3:22])[CH2:14][CH2:13][N:12]4[C:11]2=[O:24])[CH2:4][O:3]1. The catalyst is C(O)(=O)C.O. The product is [CH3:22][C:15]1([CH3:23])[C:16]2[C:21]3=[C:20]([N:10]([CH2:9][C@H:8]([OH:25])[C@H:7]([OH:26])[C@H:5]([OH:6])[CH2:4][OH:3])[C:11](=[O:24])[N:12]3[CH2:13][CH2:14]1)[CH:19]=[CH:18][CH:17]=2. The yield is 0.660. (4) The reactants are [C:1]1([CH2:7][CH2:8][CH2:9][CH2:10][C:11]2[O:12][C:13]3[C:22]4[C:21](=[CH:23][CH2:24][NH:25][C:26](=[O:29])[CH2:27][CH3:28])[CH2:20][CH2:19][C:18]=4[CH:17]=[CH:16][C:14]=3[N:15]=2)[CH:6]=[CH:5][CH:4]=[CH:3][CH:2]=1. The catalyst is CO.[C].[Pd]. The product is [C:1]1([CH2:7][CH2:8][CH2:9][CH2:10][C:11]2[O:12][C:13]3[C:22]4[CH:21]([CH2:23][CH2:24][NH:25][C:26](=[O:29])[CH2:27][CH3:28])[CH2:20][CH2:19][C:18]=4[CH:17]=[CH:16][C:14]=3[N:15]=2)[CH:6]=[CH:5][CH:4]=[CH:3][CH:2]=1. The yield is 0.870. (5) The reactants are [F:1][C:2]1[CH:7]=[CH:6][C:5]([CH2:8][NH:9][CH2:10][CH2:11][CH2:12][C:13]([OH:15])=O)=[CH:4][CH:3]=1.[CH3:16][NH:17][CH2:18][C:19]1[CH:24]=[CH:23][CH:22]=[CH:21][C:20]=1[C:25]([F:28])([F:27])[F:26]. No catalyst specified. The product is [F:1][C:2]1[CH:3]=[CH:4][C:5]([CH2:8][NH:9][CH2:10][CH2:11][CH2:12][C:13]([N:17]([CH3:16])[CH2:18][C:19]2[CH:24]=[CH:23][CH:22]=[CH:21][C:20]=2[C:25]([F:26])([F:27])[F:28])=[O:15])=[CH:6][CH:7]=1. The yield is 0.150. (6) The reactants are FC(F)(F)S(O[C:7]1[CH:12]=[C:11]([Cl:13])[CH:10]=[C:9]([C:14]2[N:19]=[N:18][C:17]([NH2:20])=[N:16][C:15]=2[C:21]2[CH:26]=[CH:25][CH:24]=[CH:23][CH:22]=2)[CH:8]=1)(=O)=O.C([Sn](CCCC)(CCCC)[CH:34]1[CH2:36][CH2:35]1)CCC. No catalyst specified. The product is [Cl:13][C:11]1[CH:10]=[C:9]([C:14]2[N:19]=[N:18][C:17]([NH2:20])=[N:16][C:15]=2[C:21]2[CH:26]=[CH:25][CH:24]=[CH:23][CH:22]=2)[CH:8]=[C:7]([CH:34]2[CH2:36][CH2:35]2)[CH:12]=1. The yield is 0.0700. (7) The reactants are [Br:1][C:2]1[CH:7]=[CH:6][C:5]([C:8](=[O:21])[CH2:9][C:10]2[CH:15]=[CH:14][C:13]([S:16]([CH3:19])(=[O:18])=[O:17])=[C:12]([F:20])[CH:11]=2)=[CH:4][CH:3]=1.[C:22]([O-:25])(=[O:24])[CH3:23].[C:22]([O-:25])(=[O:24])[CH3:23].[C:22]([O-:25])(=[O:24])[CH3:23].[C:22]([O-:25])(=[O:24])[CH3:23].[Pb+4]. The catalyst is C(O)(=O)C. The product is [C:22]([O:25][CH:9]([C:10]1[CH:15]=[CH:14][C:13]([S:16]([CH3:19])(=[O:17])=[O:18])=[C:12]([F:20])[CH:11]=1)[C:8]([C:5]1[CH:4]=[CH:3][C:2]([Br:1])=[CH:7][CH:6]=1)=[O:21])(=[O:24])[CH3:23]. The yield is 0.630.